From a dataset of Forward reaction prediction with 1.9M reactions from USPTO patents (1976-2016). Predict the product of the given reaction. (1) The product is: [Cl:1][C:2]1[N+:7]([O-:25])=[C:6]([CH3:8])[C:5]([NH:9][C:10](=[O:16])[O:11][C:12]([CH3:13])([CH3:15])[CH3:14])=[CH:4][CH:3]=1. Given the reactants [Cl:1][C:2]1[N:7]=[C:6]([CH3:8])[C:5]([NH:9][C:10](=[O:16])[O:11][C:12]([CH3:15])([CH3:14])[CH3:13])=[CH:4][CH:3]=1.C1C=C(Cl)C=C(C(OO)=[O:25])C=1, predict the reaction product. (2) Given the reactants P(Cl)(Cl)(Cl)(Cl)Cl.O=P(Cl)(Cl)[Cl:9].O[C:13]1[CH:18]=[C:17]([CH3:19])[NH:16][C:15](=[O:20])[C:14]=1[C:21]#[N:22], predict the reaction product. The product is: [Cl:9][C:13]1[CH:18]=[C:17]([CH3:19])[NH:16][C:15](=[O:20])[C:14]=1[C:21]#[N:22]. (3) Given the reactants [F:1][C:2]1[CH:3]=[C:4]2[C:13](=[CH:14][CH:15]=1)[C:12]1[CH:11]=[CH:10][CH:9]=[CH:8][C:7]=1[N:6]([S:16]([C:19]1[CH:24]=[CH:23][C:22]([O:25]C)=[CH:21][CH:20]=1)(=[O:18])=[O:17])[CH:5]2[CH3:27].B(Br)(Br)[Br:29].ClCCl, predict the reaction product. The product is: [Br:29][C:10]1[CH:9]=[CH:8][C:7]2[N:6]([S:16]([C:19]3[CH:24]=[CH:23][C:22]([OH:25])=[CH:21][CH:20]=3)(=[O:18])=[O:17])[CH:5]([CH3:27])[C:4]3[C:13](=[CH:14][CH:15]=[C:2]([F:1])[CH:3]=3)[C:12]=2[CH:11]=1. (4) Given the reactants C(NCC)C.Br[C:7]1[CH:8]=[C:9]2[C:14](=[CH:15][CH:16]=1)[N:13]=[CH:12][CH:11]=[CH:10]2.[CH2:17]([OH:20])[C:18]#[CH:19], predict the reaction product. The product is: [OH:20][CH2:17][C:18]#[C:19][C:7]1[CH:8]=[C:9]2[C:14](=[CH:15][CH:16]=1)[N:13]=[CH:12][CH:11]=[CH:10]2. (5) Given the reactants [CH3:1][O:2][CH2:3][C@@H:4]1[C@H:6](/[CH:7]=[CH:8]/[C:9](/[CH3:16])=[CH:10]/[C:11]([O:13][CH2:14][CH3:15])=[O:12])[C@@:5]1([CH3:31])[C:17]1[CH:26]=[CH:25][C:24]2[C:23]([CH3:28])([CH3:27])[CH2:22][CH2:21][C:20]([CH3:30])([CH3:29])[C:19]=2[CH:18]=1.[CH2:32](OC[C@H]1[C@@H](C=O)[C@@]1(C)C1C=CC2C(C)(C)CCC(C)(C)C=2C=1)C, predict the reaction product. The product is: [CH2:1]([O:2][CH2:3][C@H:4]1[C@@H:6](/[CH:7]=[CH:8]/[C:9](/[CH3:16])=[CH:10]/[C:11]([O:13][CH2:14][CH3:15])=[O:12])[C@:5]1([CH3:31])[C:17]1[CH:26]=[CH:25][C:24]2[C:23]([CH3:28])([CH3:27])[CH2:22][CH2:21][C:20]([CH3:30])([CH3:29])[C:19]=2[CH:18]=1)[CH3:32]. (6) Given the reactants FC(F)(F)C(O)=O.N1(C2N=CC(C3SC4C=C(C(OCC)=O)C=CC=4N=3)=CC=2)CCNCC1.[CH3:34][O:35][C:36]1[CH:63]=[CH:62][C:39]2[N:40]=[C:41]([C:43]3[CH:44]=[CH:45][C:46]([N:49]4[CH2:54][CH2:53][N:52](C(OC(C)(C)C)=O)[CH2:51][CH2:50]4)=[N:47][CH:48]=3)[S:42][C:38]=2[CH:37]=1.[OH-].[Na+].C(=O)([O-])O.[Na+], predict the reaction product. The product is: [CH3:34][O:35][C:36]1[CH:63]=[CH:62][C:39]2[N:40]=[C:41]([C:43]3[CH:48]=[N:47][C:46]([N:49]4[CH2:54][CH2:53][NH:52][CH2:51][CH2:50]4)=[CH:45][CH:44]=3)[S:42][C:38]=2[CH:37]=1. (7) Given the reactants [N:1]1[C:5]2[CH:6]=[CH:7][CH:8]=[CH:9][C:4]=2[NH:3][C:2]=1[CH2:10][C:11]#[N:12].[O:13]1[CH:17]=[CH:16][CH:15]=[C:14]1[CH:18]([C:24]([CH3:26])=O)[C:19](OCC)=[O:20].C([O-])(=O)C.[NH4+], predict the reaction product. The product is: [O:13]1[CH:17]=[CH:16][CH:15]=[C:14]1[C:18]1[C:19](=[O:20])[N:3]2[C:2]([NH:1][C:5]3[CH:6]=[CH:7][CH:8]=[CH:9][C:4]=32)=[C:10]([C:11]#[N:12])[C:24]=1[CH3:26].